Dataset: Reaction yield outcomes from USPTO patents with 853,638 reactions. Task: Predict the reaction yield, written as a fraction of the theoretical maximum amount of product (1.0 means a 100% yield; for example, 0.34 means a 34% yield). (1) The reactants are [F:1][C:2]1[CH:7]=[C:6]([F:8])[CH:5]=[CH:4][C:3]=1[C:9]([OH:34])([CH2:28][N:29]1[CH:33]=[N:32][N:31]=[N:30]1)[C:10]([F:27])([F:26])[C:11]1[CH:16]=[CH:15][C:14](/[CH:17]=[CH:18]/[CH2:19][O:20][CH2:21][C:22]([F:25])([F:24])[F:23])=[CH:13][N:12]=1. The catalyst is CCO.[Pd]. The product is [F:1][C:2]1[CH:7]=[C:6]([F:8])[CH:5]=[CH:4][C:3]=1[C:9]([OH:34])([CH2:28][N:29]1[CH:33]=[N:32][N:31]=[N:30]1)[C:10]([F:27])([F:26])[C:11]1[CH:16]=[CH:15][C:14]([CH2:17][CH2:18][CH2:19][O:20][CH2:21][C:22]([F:25])([F:24])[F:23])=[CH:13][N:12]=1. The yield is 0.750. (2) The reactants are CC1(C)C(C)(C)OB([C:9]2[CH:42]=[CH:41][C:12]3[C:13]4[CH:19]=[CH:18][C:17]([C:20]5[CH:21]=[CH:22][C:23]6[N:27]=[C:26]([C@@H:28]7[CH2:32][CH2:31][CH2:30][N:29]7[C:33]([O:35][C:36]([CH3:39])([CH3:38])[CH3:37])=[O:34])[NH:25][C:24]=6[CH:40]=5)=[CH:16][C:14]=4[S:15][C:11]=3[CH:10]=2)O1.Br[C:45]1[NH:49][C:48]([C@@H:50]2[CH2:54][CH2:53][CH2:52][N:51]2[C:55]([O:57][CH2:58][C:59]2[CH:64]=[CH:63][CH:62]=[CH:61][CH:60]=2)=[O:56])=[N:47][CH:46]=1.C(=O)([O-])[O-].[K+].[K+].C(COC)OC. The yield is 0.700. The product is [C:36]([O:35][C:33]([N:29]1[CH2:30][CH2:31][CH2:32][C@H:28]1[C:26]1[NH:25][C:24]2[CH:40]=[C:20]([C:17]3[CH:18]=[CH:19][C:13]4[C:12]5[CH:41]=[CH:42][C:9]([C:45]6[NH:49][C:48]([C@@H:50]7[CH2:54][CH2:53][CH2:52][N:51]7[C:55]([O:57][CH2:58][C:59]7[CH:64]=[CH:63][CH:62]=[CH:61][CH:60]=7)=[O:56])=[N:47][CH:46]=6)=[CH:10][C:11]=5[S:15][C:14]=4[CH:16]=3)[CH:21]=[CH:22][C:23]=2[N:27]=1)=[O:34])([CH3:39])([CH3:37])[CH3:38]. The catalyst is C1C=CC([P]([Pd]([P](C2C=CC=CC=2)(C2C=CC=CC=2)C2C=CC=CC=2)([P](C2C=CC=CC=2)(C2C=CC=CC=2)C2C=CC=CC=2)[P](C2C=CC=CC=2)(C2C=CC=CC=2)C2C=CC=CC=2)(C2C=CC=CC=2)C2C=CC=CC=2)=CC=1.C1C=CC(P(C2C=CC=CC=2)[C-]2C=CC=C2)=CC=1.C1C=CC(P(C2C=CC=CC=2)[C-]2C=CC=C2)=CC=1.Cl[Pd]Cl.[Fe+2].CN(C)C=O. (3) The reactants are C([O:3][C:4](=[O:35])[CH2:5][CH:6]([C:29]1[CH:34]=[CH:33][CH:32]=[CH:31][CH:30]=1)[N:7]1[C:15]2[C:10](=[CH:11][C:12]([CH2:16][CH2:17][CH2:18][C:19]3[CH:28]=[CH:27][C:26]4[CH2:25][CH2:24][CH2:23][NH:22][C:21]=4[N:20]=3)=[CH:13][CH:14]=2)[CH:9]=[CH:8]1)C.[OH-].[Na+].Cl. The catalyst is C1COCC1.O. The product is [C:29]1([CH:6]([N:7]2[C:15]3[C:10](=[CH:11][C:12]([CH2:16][CH2:17][CH2:18][C:19]4[CH:28]=[CH:27][C:26]5[CH2:25][CH2:24][CH2:23][NH:22][C:21]=5[N:20]=4)=[CH:13][CH:14]=3)[CH:9]=[CH:8]2)[CH2:5][C:4]([OH:35])=[O:3])[CH:30]=[CH:31][CH:32]=[CH:33][CH:34]=1. The yield is 0.150. (4) The reactants are [N:1]12[CH2:8][CH2:7][C:4]([C:9]([C:17]3[CH:22]=[CH:21][CH:20]=[CH:19][CH:18]=3)([C:11]3[CH:16]=[CH:15][CH:14]=[CH:13][CH:12]=3)[OH:10])([CH2:5][CH2:6]1)[CH2:3][CH2:2]2.[Br:23][CH2:24][CH2:25][CH2:26][CH2:27][CH2:28][CH3:29]. The catalyst is CC#N. The product is [Br-:23].[CH2:24]([N+:1]12[CH2:6][CH2:5][C:4]([C:9]([OH:10])([C:17]3[CH:22]=[CH:21][CH:20]=[CH:19][CH:18]=3)[C:11]3[CH:12]=[CH:13][CH:14]=[CH:15][CH:16]=3)([CH2:3][CH2:2]1)[CH2:7][CH2:8]2)[CH2:25][CH2:26][CH2:27][CH2:28][CH3:29]. The yield is 0.730. (5) The reactants are [N+:1]([C:4]1[CH:12]=[C:8]([C:9]([OH:11])=[O:10])[C:7]([OH:13])=[CH:6][CH:5]=1)([O-:3])=[O:2].S(=O)(=O)(O)O.[OH-].[Na+].[CH2:21](O)[CH3:22]. No catalyst specified. The product is [N+:1]([C:4]1[CH:12]=[C:8]([C:9]([O:11][CH2:21][CH3:22])=[O:10])[C:7]([OH:13])=[CH:6][CH:5]=1)([O-:3])=[O:2]. The yield is 0.850. (6) The reactants are Cl.Cl.[N:3]1([C:9]2[C:10]3[CH2:17][CH2:16][CH:15]([OH:18])[C:11]=3[N:12]=[CH:13][N:14]=2)[CH2:8][CH2:7][NH:6][CH2:5][CH2:4]1.[C:19]([O:23][C:24]([N:26]([CH:39]([CH3:41])[CH3:40])[CH2:27][CH:28]([C:32]1[CH:37]=[CH:36][C:35]([Cl:38])=[CH:34][CH:33]=1)[C:29](O)=[O:30])=[O:25])([CH3:22])([CH3:21])[CH3:20].CN(C(ON1N=NC2C=CC=CC1=2)=[N+](C)C)C.F[P-](F)(F)(F)(F)F. The catalyst is C(Cl)Cl. The product is [Cl:38][C:35]1[CH:36]=[CH:37][C:32]([CH:28]([C:29]([N:6]2[CH2:5][CH2:4][N:3]([C:9]3[C:10]4[CH2:17][CH2:16][CH:15]([OH:18])[C:11]=4[N:12]=[CH:13][N:14]=3)[CH2:8][CH2:7]2)=[O:30])[CH2:27][N:26]([CH:39]([CH3:40])[CH3:41])[C:24](=[O:25])[O:23][C:19]([CH3:21])([CH3:20])[CH3:22])=[CH:33][CH:34]=1. The yield is 0.660. (7) The reactants are [H-].[Na+].[O:3]=[C:4]1[CH2:12][C:11]2[C:6](=[CH:7][C:8]([C:13]#[N:14])=[CH:9][CH:10]=2)[NH:5]1.[Cl:15][C:16]1[N:21]=[CH:20][C:19]([S:22]([N:25]2[CH2:30][CH2:29][N:28](C(OC(C)(C)C)=O)[CH2:27][CH2:26]2)(=[O:24])=[O:23])=[CH:18][CH:17]=1.Cl.C(OCC)C. The catalyst is CN1CCCC1=O.CO. The product is [ClH:15].[OH:3][C:4]1[NH:5][C:6]2[C:11]([C:12]=1[C:16]1[CH:17]=[CH:18][C:19]([S:22]([N:25]3[CH2:26][CH2:27][NH:28][CH2:29][CH2:30]3)(=[O:24])=[O:23])=[CH:20][N:21]=1)=[CH:10][CH:9]=[C:8]([C:13]#[N:14])[CH:7]=2. The yield is 0.920. (8) The reactants are [C:1]([C:3]([C:9]1[CH:10]=[C:11]([CH:16]=[CH:17][CH:18]=1)[C:12]([O:14]C)=[O:13])([CH3:8])[CH2:4][CH:5]1[CH2:7][CH2:6]1)#[N:2].O.[OH-].[Li+]. The catalyst is O1CCCC1.CO.O. The product is [C:1]([C:3]([C:9]1[CH:10]=[C:11]([CH:16]=[CH:17][CH:18]=1)[C:12]([OH:14])=[O:13])([CH3:8])[CH2:4][CH:5]1[CH2:7][CH2:6]1)#[N:2]. The yield is 0.660. (9) The reactants are [O:1]=[C:2]1[CH2:7][O:6][CH2:5][CH2:4][N:3]1[C:8]1[CH:13]=[CH:12][C:11]([NH:14][C:15](=[O:21])[N:16]([CH2:18][CH2:19][CH3:20])[NH2:17])=[CH:10][CH:9]=1.[Cl:22][C:23]1[S:27][C:26]([C:28](O)=[O:29])=[CH:25][CH:24]=1.Cl.CN(C)CCCN=C=NCC.ON1C2C=CC=CC=2N=N1.CN1CCOCC1. The catalyst is CN(C=O)C. The product is [Cl:22][C:23]1[S:27][C:26]([C:28]([NH:17][N:16]([CH2:18][CH2:19][CH3:20])[C:15]([NH:14][C:11]2[CH:10]=[CH:9][C:8]([N:3]3[CH2:4][CH2:5][O:6][CH2:7][C:2]3=[O:1])=[CH:13][CH:12]=2)=[O:21])=[O:29])=[CH:25][CH:24]=1. The yield is 0.515.